Dataset: Reaction yield outcomes from USPTO patents with 853,638 reactions. Task: Predict the reaction yield, written as a fraction of the theoretical maximum amount of product (1.0 means a 100% yield; for example, 0.34 means a 34% yield). (1) The reactants are [C:1](=[O:4])([O-])[NH2:2].[N:5]1[CH:10]=[CH:9][CH:8]=[C:7]([NH2:11])[N:6]=1.[F:12][C:13]([F:34])([F:33])[C:14]1[CH:15]=[C:16]([C:20]2[CH:21]=[CH:22][C:23]3[N:29]4[CH2:30][CH2:31][CH:26]([CH2:27][CH2:28]4)N[C:24]=3[N:32]=2)[CH:17]=[CH:18][CH:19]=1. The catalyst is CN(C1C=CN=CC=1)C.C(#N)C.CCOC(C)=O. The product is [N:5]1[CH:10]=[CH:9][CH:8]=[C:7]([NH:11][C:1]([N:2]2[CH:26]3[CH2:27][CH2:28][N:29]([CH2:30][CH2:31]3)[C:23]3[CH:22]=[CH:21][C:20]([C:16]4[CH:17]=[CH:18][CH:19]=[C:14]([C:13]([F:12])([F:33])[F:34])[CH:15]=4)=[N:32][C:24]2=3)=[O:4])[N:6]=1. The yield is 0.306. (2) The reactants are [CH2:1]([O:3][C:4]1[C:12]([O:13][C:14]([F:17])([F:16])[F:15])=[CH:11][CH:10]=[CH:9][C:5]=1[CH2:6]CN)[CH3:2].[C:18](Cl)(=[O:21])[CH:19]=[CH2:20].[CH2:23]([N:25](CC)CC)C. The catalyst is C(Cl)Cl. The product is [CH2:1]([O:3][C:4]1[C:12]([O:13][C:14]([F:15])([F:16])[F:17])=[CH:11][CH:10]=[CH:9][C:5]=1[CH2:6][N:25]([CH3:23])[C:18](=[O:21])[CH:19]=[CH2:20])[CH3:2]. The yield is 0.860. (3) The reactants are [F:1][C:2]1[CH:3]=[C:4]([CH:38]=[C:39]([F:41])[CH:40]=1)[CH2:5][C:6]1[CH:7]=[C:8]2[C:12](=[CH:13][CH:14]=1)[NH:11][N:10]=[C:9]2[NH:15][C:16](=[O:37])[C:17]1[CH:22]=[CH:21][C:20]([N:23]2[CH2:28][CH2:27][N:26]([CH3:29])[CH2:25][CH2:24]2)=[CH:19][C:18]=1[NH:30][CH:31]1[CH2:36][CH2:35][O:34][CH2:33][CH2:32]1.Cl[C:43]([O:45][CH2:46][CH3:47])=[O:44]. The catalyst is O1CCCC1.O.CCOC(C)=O. The product is [F:1][C:2]1[CH:3]=[C:4]([CH:38]=[C:39]([F:41])[CH:40]=1)[CH2:5][C:6]1[CH:7]=[C:8]2[C:12](=[CH:13][CH:14]=1)[N:11]([C:43]([O:45][CH2:46][CH3:47])=[O:44])[N:10]=[C:9]2[NH:15][C:16]([C:17]1[CH:22]=[CH:21][C:20]([N:23]2[CH2:28][CH2:27][N:26]([CH3:29])[CH2:25][CH2:24]2)=[CH:19][C:18]=1[NH:30][CH:31]1[CH2:32][CH2:33][O:34][CH2:35][CH2:36]1)=[O:37]. The yield is 0.620. (4) The reactants are [C:1]([O:5][C:6]([N:8]([CH2:26][C:27]([O:29][C:30]([CH3:33])([CH3:32])[CH3:31])=[O:28])[C:9]1[CH:14]=[CH:13][CH:12]=[C:11]([CH2:15][NH:16][S:17]([C:20]2[CH:25]=[CH:24][CH:23]=[CH:22][N:21]=2)(=[O:19])=[O:18])[N:10]=1)=[O:7])([CH3:4])([CH3:3])[CH3:2].[CH2:34]([O:36][C:37]1[CH:42]=[C:41]([C:43]2[CH:48]=[CH:47][C:46]([CH2:49]O)=[CH:45][CH:44]=2)[CH:40]=[CH:39][N:38]=1)[CH3:35].C(C1C=C(C2C=CC(CO)=CC=2)C=CC=1)=CC.C(P(CCCC)CCCC)CCC.CN(C)C(N=NC(N(C)C)=O)=O. No catalyst specified. The product is [C:1]([O:5][C:6]([N:8]([CH2:26][C:27]([O:29][C:30]([CH3:33])([CH3:32])[CH3:31])=[O:28])[C:9]1[CH:14]=[CH:13][CH:12]=[C:11]([CH:15]([CH2:49][C:46]2[CH:45]=[CH:44][C:43]([C:41]3[CH:40]=[CH:39][N:38]=[C:37]([O:36][CH2:34][CH3:35])[CH:42]=3)=[CH:48][CH:47]=2)[NH:16][S:17]([C:20]2[CH:25]=[CH:24][CH:23]=[CH:22][N:21]=2)(=[O:19])=[O:18])[N:10]=1)=[O:7])([CH3:4])([CH3:3])[CH3:2]. The yield is 0.670. (5) The reactants are [N:1]([CH2:4][C@H:5]([CH3:22])[C@H:6]([C@H:15]1[CH2:19][O:18]C(C)(C)[O:16]1)[O:7][Si:8]([C:11]([CH3:14])([CH3:13])[CH3:12])([CH3:10])[CH3:9])=[N+:2]=[N-:3].CC1C=CC(S([O-])(=O)=O)=CC=1.C1C=C[NH+]=CC=1. The catalyst is CO. The product is [N:1]([CH2:4][C@H:5]([CH3:22])[C@@H:6]([O:7][Si:8]([C:11]([CH3:14])([CH3:13])[CH3:12])([CH3:10])[CH3:9])[C@H:15]([OH:16])[CH2:19][OH:18])=[N+:2]=[N-:3]. The yield is 0.400. (6) The reactants are [CH3:1][C:2]1[N:7]=[C:6]([C:8]2[CH:13]=[CH:12][CH:11]=[CH:10][C:9]=2[C:14]([F:17])([F:16])[F:15])[NH:5][C:4](=O)[CH:3]=1.P(Cl)(Cl)([Cl:21])=O.C(N(CCC)CCC)CC. No catalyst specified. The product is [Cl:21][C:4]1[CH:3]=[C:2]([CH3:1])[N:7]=[C:6]([C:8]2[CH:13]=[CH:12][CH:11]=[CH:10][C:9]=2[C:14]([F:17])([F:16])[F:15])[N:5]=1. The yield is 0.840.